Dataset: Reaction yield outcomes from USPTO patents with 853,638 reactions. Task: Predict the reaction yield, written as a fraction of the theoretical maximum amount of product (1.0 means a 100% yield; for example, 0.34 means a 34% yield). (1) The catalyst is O. The product is [C:1]1([CH2:7][CH:8]([OH:9])[CH2:13][CH:12]=[CH2:11])[CH:6]=[CH:5][CH:4]=[CH:3][CH:2]=1. The yield is 0.540. The reactants are [C:1]1([CH2:7][CH:8]=[O:9])[CH:6]=[CH:5][CH:4]=[CH:3][CH:2]=1.Br[CH2:11][CH:12]=[CH2:13].Cl[Sn]Cl.O.CC(=O)OCC. (2) The reactants are [CH2:1]([C:3]1[CH:8]=[CH:7][C:6]([OH:9])=[CH:5][CH:4]=1)[CH3:2].BrN1[C:15](=[O:16])[CH2:14][CH2:13]C1=O.[Br:18]C1C=C(CC)C=CC=1O.C(=O)([O-])[O-].[K+].[K+].C(Br)C=C.C(OCC=C)C=C.C(C1C=C(CC)C=C(Br)C=1O)C=C.ClC1C=C(C=CC=1)C(OO)=O. The catalyst is C(#N)C.C1(C)C=C(C)C=C(C)C=1. The product is [Br:18][C:7]1[C:6]2[O:9][CH:14]([CH2:15][OH:16])[CH2:13][C:5]=2[CH:4]=[C:3]([CH2:1][CH3:2])[CH:8]=1. The yield is 0.700. (3) The reactants are [CH2:1]([O:3][C:4](=[O:14])/[CH:5]=[CH:6]/[C:7]1[CH:8]=[N:9][CH:10]=[C:11]([Cl:13])[CH:12]=1)[CH3:2].[O-]S(C(F)(F)F)(=O)=O.F[C:24]1[CH:35]=[CH:34][CH:33]=[CH:32][C:25]=1[CH2:26][S+]1CCCC1. No catalyst specified. The product is [CH2:1]([O:3][C:4]([C@@H:5]1[C@H:26]([C:25]2[CH:32]=[CH:33][CH:34]=[CH:35][CH:24]=2)[C@H:6]1[C:7]1[CH:8]=[N:9][CH:10]=[C:11]([Cl:13])[CH:12]=1)=[O:14])[CH3:2]. The yield is 0.540. (4) The reactants are [CH3:1][C:2]1[CH:7]=[CH:6][N:5]=[CH:4][C:3]=1[N:8]1[CH2:12][CH2:11][NH:10][C:9]1=[O:13].Br[C:15]1[CH:16]=[C:17]2[C:21](=[CH:22][CH:23]=1)[N:20]([CH2:24][O:25][CH2:26][CH2:27][Si:28]([CH3:31])([CH3:30])[CH3:29])[N:19]=[CH:18]2.N[C@@H]1CCCC[C@H]1N.C(=O)([O-])[O-].[K+].[K+]. The catalyst is [Cu](I)I.O1CCOCC1. The product is [CH3:1][C:2]1[CH:7]=[CH:6][N:5]=[CH:4][C:3]=1[N:8]1[CH2:12][CH2:11][N:10]([C:15]2[CH:16]=[C:17]3[C:21](=[CH:22][CH:23]=2)[N:20]([CH2:24][O:25][CH2:26][CH2:27][Si:28]([CH3:31])([CH3:30])[CH3:29])[N:19]=[CH:18]3)[C:9]1=[O:13]. The yield is 0.975. (5) The reactants are C([SiH](CC)CC)C.FC(F)(F)C(O)=O.[Br:15][C:16]1[CH:21]=[CH:20][C:19]([C:22](O)([CH3:24])[CH3:23])=[C:18]([Cl:26])[CH:17]=1.O. The catalyst is ClCCl. The product is [Br:15][C:16]1[CH:21]=[CH:20][C:19]([CH:22]([CH3:23])[CH3:24])=[C:18]([Cl:26])[CH:17]=1. The yield is 0.980.